From a dataset of Forward reaction prediction with 1.9M reactions from USPTO patents (1976-2016). Predict the product of the given reaction. (1) Given the reactants C[O:2][C:3](=[O:21])[C:4]1[CH:9]=[CH:8][C:7]([O:10][C:11]2[CH:16]=[CH:15][CH:14]=[C:13]([S:17]([CH3:20])(=[O:19])=[O:18])[CH:12]=2)=[CH:6][CH:5]=1.[OH-].[Na+], predict the reaction product. The product is: [CH3:20][S:17]([C:13]1[CH:12]=[C:11]([CH:16]=[CH:15][CH:14]=1)[O:10][C:7]1[CH:8]=[CH:9][C:4]([C:3]([OH:21])=[O:2])=[CH:5][CH:6]=1)(=[O:18])=[O:19]. (2) Given the reactants [F:1][C:2]1[CH:3]=[C:4]([CH:7]=[CH:8][C:9]=1[F:10])[CH2:5][OH:6].[H-].[Na+].[F:13][C:14]1[CH:21]=[CH:20][CH:19]=[C:18](F)[C:15]=1[C:16]#[N:17], predict the reaction product. The product is: [F:13][C:14]1[CH:21]=[CH:20][CH:19]=[C:18]([O:6][CH2:5][C:4]2[CH:7]=[CH:8][C:9]([F:10])=[C:2]([F:1])[CH:3]=2)[C:15]=1[C:16]#[N:17]. (3) Given the reactants [CH2:1]([N:8]1[C:12](=[O:13])[C:11]([C:14]2[CH:19]=[CH:18][CH:17]=[CH:16][CH:15]=2)=[C:10]([NH:20][C:21]2[CH:26]=[CH:25][C:24]([O:27][CH3:28])=[CH:23][CH:22]=2)[C:9]1=O)[C:2]1[CH:7]=[CH:6][CH:5]=[CH:4][CH:3]=1.COC1C=CC(P2(SP(C3C=CC(OC)=CC=3)(=S)S2)=[S:39])=CC=1, predict the reaction product. The product is: [CH2:1]([N:8]1[C:9](=[S:39])[C:10]([NH:20][C:21]2[CH:26]=[CH:25][C:24]([O:27][CH3:28])=[CH:23][CH:22]=2)=[C:11]([C:14]2[CH:19]=[CH:18][CH:17]=[CH:16][CH:15]=2)[C:12]1=[O:13])[C:2]1[CH:7]=[CH:6][CH:5]=[CH:4][CH:3]=1.